The task is: Predict the reaction yield, written as a fraction of the theoretical maximum amount of product (1.0 means a 100% yield; for example, 0.34 means a 34% yield).. This data is from Reaction yield outcomes from USPTO patents with 853,638 reactions. (1) The reactants are [F:1][C:2]1[CH:8]=[CH:7][CH:6]=[CH:5][C:3]=1[NH2:4].[Br:9][C:10]1[C:11]([F:21])=[C:12]([F:20])[C:13](F)=[C:14]([CH:18]=1)[C:15]([OH:17])=[O:16].[Li+].C[Si]([N-][Si](C)(C)C)(C)C. The catalyst is C1COCC1. The product is [Br:9][C:10]1[C:11]([F:21])=[C:12]([F:20])[C:13]([NH:4][C:3]2[CH:5]=[CH:6][CH:7]=[CH:8][C:2]=2[F:1])=[C:14]([CH:18]=1)[C:15]([OH:17])=[O:16]. The yield is 0.888. (2) The reactants are [Br:1][C:2]1[C:11]2[S:12][C:13]([CH2:16]Br)=[C:14]([CH3:15])[C:10]=2[C:9]([C:18]2[CH:23]=[C:22]([CH3:24])[C:21]([O:25][C:26](=[O:28])[CH3:27])=[C:20]([CH3:29])[CH:19]=2)=[C:8]2[C:3]=1[CH:4]=[CH:5][CH:6]=[CH:7]2.[CH2:30]([NH:32][CH2:33][CH3:34])[CH3:31].C(=O)([O-])[O-].[K+].[K+].CN(C)C=O. The catalyst is O. The product is [Br:1][C:2]1[C:11]2[S:12][C:13]([CH2:16][N:32]([CH2:33][CH3:34])[CH2:30][CH3:31])=[C:14]([CH3:15])[C:10]=2[C:9]([C:18]2[CH:19]=[C:20]([CH3:29])[C:21]([O:25][C:26](=[O:28])[CH3:27])=[C:22]([CH3:24])[CH:23]=2)=[C:8]2[C:3]=1[CH:4]=[CH:5][CH:6]=[CH:7]2. The yield is 0.945. (3) The reactants are CCN(C(C)C)C(C)C.Cl.[NH2:11][CH2:12][C:13]([N:15]1[CH2:20][CH2:19][N:18]([C:21](=[O:32])[C:22]2[CH:27]=[CH:26][CH:25]=[CH:24][C:23]=2[C:28]([F:31])([F:30])[F:29])[CH2:17][CH2:16]1)=[O:14].C1C=CC2N(O)N=NC=2C=1.CCN=C=NCCCN(C)C.[F:54][C:55]1[CH:60]=[CH:59][C:58]([F:61])=[CH:57][C:56]=1[C:62]1[CH:67]=[CH:66][C:65]([C:68](O)=[O:69])=[CH:64][CH:63]=1. The catalyst is CN(C=O)C.O. The product is [O:14]=[C:13]([N:15]1[CH2:16][CH2:17][N:18]([C:21](=[O:32])[C:22]2[CH:27]=[CH:26][CH:25]=[CH:24][C:23]=2[C:28]([F:31])([F:29])[F:30])[CH2:19][CH2:20]1)[CH2:12][NH:11][C:68]([C:65]1[CH:66]=[CH:67][C:62]([C:56]2[CH:57]=[C:58]([F:61])[CH:59]=[CH:60][C:55]=2[F:54])=[CH:63][CH:64]=1)=[O:69]. The yield is 0.198. (4) The reactants are Br[C:2]1[CH:9]=[C:8]([F:10])[CH:7]=[CH:6][C:3]=1[C:4]#[N:5].[O:11]1[CH2:15][C:14](=O)[N:13]=[C-:12]1.C([O-])([O-])=[O:18].[K+].[K+].CC1(C)C2C(=C(P(C3C=CC=CC=3)C3C=CC=CC=3)C=CC=2)OC2C(P(C3C=CC=CC=3)C3C=CC=CC=3)=CC=CC1=2. The catalyst is O1CCOCC1.C1C=CC(/C=C/C(/C=C/C2C=CC=CC=2)=O)=CC=1.C1C=CC(/C=C/C(/C=C/C2C=CC=CC=2)=O)=CC=1.C1C=CC(/C=C/C(/C=C/C2C=CC=CC=2)=O)=CC=1.[Pd].[Pd]. The product is [F:10][C:8]1[CH:7]=[CH:6][C:3]([C:4]#[N:5])=[C:2]([N:13]2[CH2:14][CH2:15][O:11][C:12]2=[O:18])[CH:9]=1. The yield is 0.500. (5) The reactants are Cl[C:2]1[N:6]([CH3:7])[N:5]=[CH:4][C:3]=1[N+:8]([O-:10])=[O:9].[NH2:11][CH2:12][CH2:13][CH2:14][NH:15][C:16](=[O:22])[O:17][C:18]([CH3:21])([CH3:20])[CH3:19]. No catalyst specified. The product is [CH3:7][N:6]1[C:2]([NH:11][CH2:12][CH2:13][CH2:14][NH:15][C:16](=[O:22])[O:17][C:18]([CH3:20])([CH3:19])[CH3:21])=[C:3]([N+:8]([O-:10])=[O:9])[CH:4]=[N:5]1. The yield is 0.850. (6) The reactants are [Br:1][C:2]1[CH:9]=[CH:8][C:5]([CH:6]=[O:7])=[CH:4][CH:3]=1.[Cl:10][C:11]1[CH:16]=[CH:15][C:14]([Mg]Br)=[CH:13][CH:12]=1.[Cl-].[NH4+].C(OCC)(=O)C. The catalyst is C1COCC1. The product is [Br:1][C:2]1[CH:9]=[CH:8][C:5]([CH:6]([C:14]2[CH:15]=[CH:16][C:11]([Cl:10])=[CH:12][CH:13]=2)[OH:7])=[CH:4][CH:3]=1. The yield is 0.410. (7) The reactants are [BrH:1].C(Cl)(Cl)=S.Br[C:7]1[C:16]([N:17]=[C:18]=[S:19])=[CH:15][CH:14]=[C:13]2[C:8]=1[N:9]=[CH:10][CH:11]=[N:12]2. The catalyst is O. The product is [Br:1][C:16]1([N:17]=[C:18]=[S:19])[CH:15]=[CH:14][C:13]2[N:12]=[CH:11][CH:10]=[N:9][C:8]=2[CH2:7]1. The yield is 0.900.